Dataset: Catalyst prediction with 721,799 reactions and 888 catalyst types from USPTO. Task: Predict which catalyst facilitates the given reaction. Reactant: [F:1][C:2]1[CH:3]=[C:4]([C:30]2[CH:35]=[CH:34][CH:33]=[CH:32][C:31]=2[C:36]2[NH:40][C:39](=[O:41])[O:38][N:37]=2)[CH:5]=[CH:6][C:7]=1[CH2:8][C:9]1[C:10](=[O:29])[N:11]([CH:22]2[CH2:27][CH2:26][C:25](=[O:28])[CH2:24][CH2:23]2)[C:12]2[N:13]([N:18]=[C:19]([CH3:21])[N:20]=2)[C:14]=1[CH2:15][CH2:16][CH3:17].[BH4-].[Na+]. Product: [F:1][C:2]1[CH:3]=[C:4]([C:30]2[CH:35]=[CH:34][CH:33]=[CH:32][C:31]=2[C:36]2[NH:40][C:39](=[O:41])[O:38][N:37]=2)[CH:5]=[CH:6][C:7]=1[CH2:8][C:9]1[C:10](=[O:29])[N:11]([CH:22]2[CH2:27][CH2:26][CH:25]([OH:28])[CH2:24][CH2:23]2)[C:12]2[N:13]([N:18]=[C:19]([CH3:21])[N:20]=2)[C:14]=1[CH2:15][CH2:16][CH3:17]. The catalyst class is: 5.